Predict the product of the given reaction. From a dataset of Forward reaction prediction with 1.9M reactions from USPTO patents (1976-2016). Given the reactants [CH:1]([O:4][C:5]1[CH:22]=[CH:21][C:20]([S:23]([CH3:26])(=[O:25])=[O:24])=[CH:19][C:6]=1[C:7]([N:9]1[CH2:13][CH2:12][CH:11]([O:14]S(C)(=O)=O)[CH2:10]1)=[O:8])([CH3:3])[CH3:2].[CH:27]1[C:36]2[C:31](=[CH:32][CH:33]=[CH:34][CH:35]=2)[CH:30]=[CH:29][C:28]=1O, predict the reaction product. The product is: [CH:1]([O:4][C:5]1[CH:22]=[CH:21][C:20]([S:23]([CH3:26])(=[O:25])=[O:24])=[CH:19][C:6]=1[C:7]([N:9]1[CH2:13][CH2:12][CH:11]([O:14][C:29]2[CH:28]=[CH:27][C:36]3[C:31](=[CH:32][CH:33]=[CH:34][CH:35]=3)[CH:30]=2)[CH2:10]1)=[O:8])([CH3:3])[CH3:2].